From a dataset of Reaction yield outcomes from USPTO patents with 853,638 reactions. Predict the reaction yield, written as a fraction of the theoretical maximum amount of product (1.0 means a 100% yield; for example, 0.34 means a 34% yield). (1) The catalyst is C(Cl)Cl.O. The reactants are [CH3:1][O:2][C:3]1[CH:49]=[CH:48][C:6]([CH2:7][N:8]([CH2:39][C:40]2[CH:45]=[CH:44][C:43]([O:46][CH3:47])=[CH:42][CH:41]=2)[C:9]2[N:14]=[C:13]([CH3:15])[N:12]=[C:11]([C:16]3[CH:17]=[C:18]([C@H:23]([N:25]4[CH2:30][CH2:29][N:28](C(OC(C)(C)C)=O)[CH2:27][C@@H:26]4[CH3:38])[CH3:24])[CH:19]=[N:20][C:21]=3[F:22])[N:10]=2)=[CH:5][CH:4]=1.C(O)(C(F)(F)F)=O.C([O-])(O)=O.[Na+].CCN(CC)CC.[CH3:69][S:70](Cl)(=[O:72])=[O:71]. The yield is 0.840. The product is [F:22][C:21]1[C:16]([C:11]2[N:12]=[C:13]([CH3:15])[N:14]=[C:9]([N:8]([CH2:39][C:40]3[CH:45]=[CH:44][C:43]([O:46][CH3:47])=[CH:42][CH:41]=3)[CH2:7][C:6]3[CH:48]=[CH:49][C:3]([O:2][CH3:1])=[CH:4][CH:5]=3)[N:10]=2)=[CH:17][C:18]([C@H:23]([N:25]2[CH2:30][CH2:29][N:28]([S:70]([CH3:69])(=[O:72])=[O:71])[CH2:27][C@@H:26]2[CH3:38])[CH3:24])=[CH:19][N:20]=1. (2) The reactants are [F:1][C:2]1([F:30])[CH2:7][CH2:6][CH2:5][CH:4]([C@@H:8]2[CH2:13][C@H:12]([C:14]3[CH:19]=[CH:18][CH:17]=[CH:16][CH:15]=3)[CH2:11][CH2:10][N:9]2C(OCC2C=CC=CC=2)=O)[CH2:3]1.[H-].[Na+].N1C=CN=C1.C(=S)=S.IC.CC(N=NC(C#N)(C)C)(C#N)C.CCCC[SnH](CCCC)CCCC. The catalyst is C1COCC1.C1(C)C=CC=CC=1.O. The product is [F:30][C:2]1([F:1])[CH2:7][CH2:6][CH2:5][CH:4]([C@@H:8]2[CH2:13][C@H:12]([C:14]3[CH:15]=[CH:16][CH:17]=[CH:18][CH:19]=3)[CH2:11][CH2:10][NH:9]2)[CH2:3]1. The yield is 0.530. (3) The reactants are [CH3:1][S:2]([C:5]1[CH:10]=[CH:9][C:8]([C:11]2[N:16]=[CH:15][C:14]([O:17][CH2:18][CH:19]3[CH2:24][CH2:23][N:22](C(OC(C)(C)C)=O)[CH2:21][CH2:20]3)=[CH:13][CH:12]=2)=[CH:7][CH:6]=1)(=[O:4])=[O:3].[ClH:32].C(OCC)C. The catalyst is O1CCOCC1. The product is [ClH:32].[ClH:32].[CH3:1][S:2]([C:5]1[CH:10]=[CH:9][C:8]([C:11]2[CH:12]=[CH:13][C:14]([O:17][CH2:18][CH:19]3[CH2:24][CH2:23][NH:22][CH2:21][CH2:20]3)=[CH:15][N:16]=2)=[CH:7][CH:6]=1)(=[O:3])=[O:4]. The yield is 0.850. (4) The catalyst is CO.C1COCC1. The product is [CH3:4][CH:3]1[N:5]2[C:9]3[N:10]=[C:11]([C:14]([O:16][CH2:17][CH3:18])=[O:15])[CH:12]=[CH:13][C:8]=3[CH:7]=[C:6]2[C:19](=[O:21])[NH:2][CH2:1]1. The yield is 0.430. The reactants are [C:1]([CH:3]([N:5]1[C:9]2=[N:10][C:11]([C:14]([O:16][CH2:17][CH3:18])=[O:15])=[CH:12][CH:13]=[C:8]2[CH:7]=[C:6]1[C:19]([O:21]CC)=O)[CH3:4])#[N:2].[BH4-].[Na+]. (5) The product is [F:57][C:55]1[CH:54]=[CH:53][C:51]2[N:52]=[C:48]([C:45]3[CH:44]=[CH:43][C:42]([C:40]([N:35]4[CH2:36][CH2:37][N:38]([C:29]([C:26]5([OH:25])[CH2:28][CH2:27]5)=[O:31])[CH2:39][C:34]54[CH2:32][CH2:33]5)=[O:41])=[CH:47][CH:46]=3)[O:49][C:50]=2[CH:56]=1. The catalyst is CN(C)C=O. The reactants are CN(C(ON1N=NC2C=CC=NC1=2)=[N+](C)C)C.F[P-](F)(F)(F)(F)F.[OH:25][C:26]1([C:29]([OH:31])=O)[CH2:28][CH2:27]1.[CH2:32]1[C:34]2([CH2:39][NH:38][CH2:37][CH2:36][N:35]2[C:40]([C:42]2[CH:47]=[CH:46][C:45]([C:48]3[O:49][C:50]4[CH:56]=[C:55]([F:57])[CH:54]=[CH:53][C:51]=4[N:52]=3)=[CH:44][CH:43]=2)=[O:41])[CH2:33]1.CCN(C(C)C)C(C)C. The yield is 0.230.